This data is from Catalyst prediction with 721,799 reactions and 888 catalyst types from USPTO. The task is: Predict which catalyst facilitates the given reaction. Reactant: [NH2:1][C:2]1[N:3]=[N:4][C:5]([C:8]2[CH:17]=[CH:16][C:11]([C:12]([O:14][CH3:15])=[O:13])=[CH:10][CH:9]=2)=[CH:6][N:7]=1.Cl[CH:19]([CH:22]([C:24]1[CH:25]=[C:26]2[C:31](=[CH:32][CH:33]=1)[N:30]=[CH:29][CH:28]=[CH:27]2)[CH3:23])[CH:20]=O.C(N(CC)CC)C. Product: [N:30]1[C:31]2[C:26](=[CH:25][C:24]([CH:22]([C:19]3[N:3]4[N:4]=[C:5]([C:8]5[CH:9]=[CH:10][C:11]([C:12]([O:14][CH3:15])=[O:13])=[CH:16][CH:17]=5)[CH:6]=[N:7][C:2]4=[N:1][CH:20]=3)[CH3:23])=[CH:33][CH:32]=2)[CH:27]=[CH:28][CH:29]=1. The catalyst class is: 32.